This data is from Reaction yield outcomes from USPTO patents with 853,638 reactions. The task is: Predict the reaction yield, written as a fraction of the theoretical maximum amount of product (1.0 means a 100% yield; for example, 0.34 means a 34% yield). (1) The yield is 0.330. The product is [CH2:21]([O:23][C:24](=[O:43])[CH2:25][CH2:26][C:27]1[CH:32]=[CH:31][CH:30]=[C:29]([N:33]2[C:37]([NH:38][C:14]([NH:8][C:5]3[CH:6]=[CH:7][C:2]([F:1])=[CH:3][CH:4]=3)=[O:15])=[CH:36][C:35]([C:39]([CH3:42])([CH3:41])[CH3:40])=[N:34]2)[CH:28]=1)[CH3:22]. The catalyst is CN(C=O)C. The reactants are [F:1][C:2]1[CH:7]=[CH:6][C:5]([NH2:8])=[CH:4][CH:3]=1.C1N=CN([C:14](N2C=NC=C2)=[O:15])C=1.[CH2:21]([O:23][C:24](=[O:43])[CH2:25][CH2:26][C:27]1[CH:32]=[CH:31][CH:30]=[C:29]([N:33]2[C:37]([NH2:38])=[CH:36][C:35]([C:39]([CH3:42])([CH3:41])[CH3:40])=[N:34]2)[CH:28]=1)[CH3:22].O. (2) The reactants are Cl[CH2:2][CH2:3][O:4][C:5]1[CH:6]=[C:7]([C:11]2[CH:12]=[C:13]3[C:18](=[CH:19][CH:20]=2)[N:17]=[C:16]([C:21]2[CH:22]=[N:23][CH:24]=[CH:25][CH:26]=2)[N:15]=[C:14]3[NH:27][CH3:28])[CH:8]=[CH:9][CH:10]=1.[F:29][C:30]([F:34])([F:33])[CH2:31][NH2:32].[I-].[K+].CCN(C(C)C)C(C)C. The catalyst is CN(C=O)C.O. The product is [CH3:28][NH:27][C:14]1[C:13]2[C:18](=[CH:19][CH:20]=[C:11]([C:7]3[CH:8]=[CH:9][CH:10]=[C:5]([O:4][CH2:3][CH2:2][NH:32][CH2:31][C:30]([F:34])([F:33])[F:29])[CH:6]=3)[CH:12]=2)[N:17]=[C:16]([C:21]2[CH:22]=[N:23][CH:24]=[CH:25][CH:26]=2)[N:15]=1. The yield is 0.420. (3) The reactants are [C:1]1([CH2:7][C:8]([OH:10])=O)[CH:6]=[CH:5][CH:4]=[CH:3][CH:2]=1.[CH3:11][NH2:12]. The product is [CH3:11][NH:12][C:8](=[O:10])[CH2:7][C:1]1[CH:6]=[CH:5][CH:4]=[CH:3][CH:2]=1. The yield is 0.918. The catalyst is S(=O)(=O)(O)O.CO. (4) The reactants are [CH3:1][O:2][C:3]1[CH:22]=[CH:21][C:6]2[N:7]([C:14]3[CH:15]=[CH:16][C:17]([NH2:20])=[N:18][CH:19]=3)[C:8]([C:10]([F:13])([F:12])[F:11])=[N:9][C:5]=2[CH:4]=1.[F:23][C:24]1[CH:32]=[CH:31][CH:30]=[C:29]([F:33])[C:25]=1[C:26](O)=[O:27].CN(C)CCCN=C=NCC. The catalyst is C(Cl)(Cl)Cl.CN(C)C1C=CN=CC=1. The product is [F:23][C:24]1[CH:32]=[CH:31][CH:30]=[C:29]([F:33])[C:25]=1[C:26]([NH:20][C:17]1[CH:16]=[CH:15][C:14]([N:7]2[C:6]3[CH:21]=[CH:22][C:3]([O:2][CH3:1])=[CH:4][C:5]=3[N:9]=[C:8]2[C:10]([F:13])([F:11])[F:12])=[CH:19][N:18]=1)=[O:27]. The yield is 0.810. (5) The reactants are [Cl:1][C:2]1[CH:7]=[CH:6][C:5]([C:8]2[C:12]([C:13]3[N:14]=[CH:15][NH:16][CH:17]=3)=[C:11]([C:18]([F:21])([F:20])[F:19])[O:10][N:9]=2)=[CH:4][CH:3]=1.Cl[C:23]1[CH:32]=[CH:31][C:26]([C:27]([O:29][CH3:30])=[O:28])=[CH:25][N:24]=1. No catalyst specified. The product is [CH3:30][O:29][C:27](=[O:28])[C:26]1[CH:31]=[CH:32][C:23]([N:16]2[CH:17]=[C:13]([C:12]3[C:8]([C:5]4[CH:6]=[CH:7][C:2]([Cl:1])=[CH:3][CH:4]=4)=[N:9][O:10][C:11]=3[C:18]([F:21])([F:19])[F:20])[N:14]=[CH:15]2)=[N:24][CH:25]=1. The yield is 0.750. (6) The yield is 5.34. The product is [N:5]1[CH:6]=[CH:7][C:2]([NH:1][C:9](=[O:10])[O:11][C:12]2[CH:17]=[CH:16][CH:15]=[CH:14][CH:13]=2)=[CH:3][CH:4]=1. No catalyst specified. The reactants are [NH2:1][C:2]1[CH:7]=[CH:6][N:5]=[CH:4][CH:3]=1.Cl[C:9]([O:11][C:12]1[CH:17]=[CH:16][CH:15]=[CH:14][CH:13]=1)=[O:10]. (7) The reactants are [C:1]([N:4]1[CH2:9][CH2:8][N:7]([CH2:10][CH2:11][CH2:12][O:13][C:14]2[CH:19]=[CH:18][C:17]([C:20]3[CH2:25][CH2:24][N:23](C(OCC4C=CC=CC=4)=O)[CH2:22][CH:21]=3)=[CH:16][CH:15]=2)[CH2:6][CH2:5]1)(=[O:3])[CH3:2]. The catalyst is [Pd].C(O)(C)C.CO.C(Cl)Cl. The product is [NH3:4].[C:1]([N:4]1[CH2:9][CH2:8][N:7]([CH2:10][CH2:11][CH2:12][O:13][C:14]2[CH:15]=[CH:16][C:17]([CH:20]3[CH2:25][CH2:24][NH:23][CH2:22][CH2:21]3)=[CH:18][CH:19]=2)[CH2:6][CH2:5]1)(=[O:3])[CH3:2]. The yield is 0.100. (8) The reactants are [NH2:1][CH2:2][C@H:3]([OH:5])[CH3:4].[CH:6](=O)[C:7]1[CH:12]=[CH:11][CH:10]=[CH:9][CH:8]=1.S([O-])([O-])(=O)=O.[Mg+2].[BH4-].[Na+]. The catalyst is CO.ClCCl. The product is [CH2:6]([NH:1][CH2:2][C@H:3]([OH:5])[CH3:4])[C:7]1[CH:12]=[CH:11][CH:10]=[CH:9][CH:8]=1. The yield is 0.730. (9) The reactants are C(Cl)CCl.Cl.[O:6]=[C:7]1[NH:16][C:15]2[N:14]=[CH:13][C:12](/[CH:17]=[CH:18]/[C:19]([OH:21])=O)=[CH:11][C:10]=2[CH2:9][CH2:8]1.[CH2:22]([N:24]1[C:32]2[C:27](=[CH:28][CH:29]=[CH:30][CH:31]=2)[C:26]([CH2:33][NH:34][CH3:35])=[CH:25]1)[CH3:23].C1C=CC2N([OH:45])N=NC=2C=1.O.C(N(C(C)C)CC)(C)C. The catalyst is CN(C=O)C. The product is [OH:45][CH2:23][CH2:22][N:24]1[C:32]2[C:27](=[CH:28][CH:29]=[CH:30][CH:31]=2)[C:26]([CH2:33][N:34]([CH3:35])[C:19](=[O:21])/[CH:18]=[CH:17]/[C:12]2[CH:13]=[N:14][C:15]3[NH:16][C:7](=[O:6])[CH2:8][CH2:9][C:10]=3[CH:11]=2)=[CH:25]1. The yield is 0.610.